This data is from Reaction yield outcomes from USPTO patents with 853,638 reactions. The task is: Predict the reaction yield, written as a fraction of the theoretical maximum amount of product (1.0 means a 100% yield; for example, 0.34 means a 34% yield). (1) The reactants are [CH3:1]I.[CH2:3]([O:5][C:6](=[O:22])[C:7](=[C:13]([SH:21])[NH:14][C:15]1[CH:20]=[CH:19][CH:18]=[CH:17][CH:16]=1)[C:8]([O:10][CH2:11][CH3:12])=[O:9])[CH3:4].[Na]. The catalyst is CN(C=O)C. The product is [CH2:11]([O:10][C:8](=[O:9])[C:7](=[C:13]([S:21][CH3:1])[NH:14][C:15]1[CH:16]=[CH:17][CH:18]=[CH:19][CH:20]=1)[C:6]([O:5][CH2:3][CH3:4])=[O:22])[CH3:12]. The yield is 0.840. (2) The reactants are [OH:1][C@H:2]1[CH2:6][CH2:5][N:4]([C:7](=[O:10])[CH2:8][CH3:9])[CH2:3]1.[H-].[Na+].[CH2:13]([N:20]1[CH2:30][CH2:29][C:23]2[N:24]=[CH:25][N:26]=[C:27](Cl)[C:22]=2[CH2:21]1)[C:14]1[CH:19]=[CH:18][CH:17]=[CH:16][CH:15]=1. The catalyst is C1COCC1. The product is [CH2:13]([N:20]1[CH2:30][CH2:29][C:23]2[N:24]=[CH:25][N:26]=[C:27]([O:1][C@H:2]3[CH2:6][CH2:5][N:4]([C:7](=[O:10])[CH2:8][CH3:9])[CH2:3]3)[C:22]=2[CH2:21]1)[C:14]1[CH:15]=[CH:16][CH:17]=[CH:18][CH:19]=1. The yield is 0.780. (3) The reactants are [CH:1]1([CH2:6][CH:7]([C:11]2[CH:16]=[CH:15][C:14]([O:17][C:18]([F:21])([F:20])[F:19])=[CH:13][CH:12]=2)[C:8]([OH:10])=O)[CH2:5][CH2:4][CH2:3][CH2:2]1.C(Cl)(=O)C(Cl)=O.[NH2:28][C:29]1[S:30][CH:31]=[CH:32][N:33]=1.C(N(CC)C(C)C)(C)C. The catalyst is C(Cl)Cl.CN(C)C=O.O1CCCC1. The product is [CH:1]1([CH2:6][CH:7]([C:11]2[CH:16]=[CH:15][C:14]([O:17][C:18]([F:21])([F:20])[F:19])=[CH:13][CH:12]=2)[C:8]([NH:28][C:29]2[S:30][CH:31]=[CH:32][N:33]=2)=[O:10])[CH2:2][CH2:3][CH2:4][CH2:5]1. The yield is 1.00. (4) The reactants are [CH:1]1([C:4]2[CH:9]=[C:8]([OH:10])[N:7]=[C:6]([C:11]3[S:15][C:14]([S:16](Cl)(=[O:18])=[O:17])=[CH:13][CH:12]=3)[N:5]=2)[CH2:3][CH2:2]1.[C:20]([NH2:24])([CH3:23])([CH3:22])[CH3:21]. The catalyst is C(Cl)Cl.O. The product is [C:20]([NH:24][S:16]([C:14]1[S:15][C:11]([C:6]2[N:5]=[C:4]([CH:1]3[CH2:3][CH2:2]3)[CH:9]=[C:8]([OH:10])[N:7]=2)=[CH:12][CH:13]=1)(=[O:18])=[O:17])([CH3:23])([CH3:22])[CH3:21]. The yield is 0.240. (5) The yield is 0.900. The catalyst is CO.C1COCC1.[Zn]. The reactants are [F:1][C:2]1[C:3]([NH:21][C:22]2[CH:26]=[C:25]([CH3:27])[NH:24][N:23]=2)=[N:4][C:5]([NH:11][C@H:12]([C:14]2[CH:19]=[CH:18][C:17]([F:20])=[CH:16][CH:15]=2)[CH3:13])=[C:6]([N+:8]([O-])=O)[CH:7]=1.[NH4+].[Cl-].CCOC(C)=O. The product is [F:1][C:2]1[CH:7]=[C:6]([NH2:8])[C:5]([NH:11][C@H:12]([C:14]2[CH:19]=[CH:18][C:17]([F:20])=[CH:16][CH:15]=2)[CH3:13])=[N:4][C:3]=1[NH:21][C:22]1[CH:26]=[C:25]([CH3:27])[NH:24][N:23]=1. (6) The reactants are [N+:1]([C:4]1[CH:9]=[CH:8][C:7]([N:10]2[CH2:15][CH2:14][NH:13][CH2:12][CH2:11]2)=[CH:6][CH:5]=1)([O-:3])=[O:2].C(N(C(C)C)CC)(C)C.[C:25](O[C:25]([O:27][C:28]([CH3:31])([CH3:30])[CH3:29])=[O:26])([O:27][C:28]([CH3:31])([CH3:30])[CH3:29])=[O:26].O. The catalyst is O1CCOCC1. The product is [N+:1]([C:4]1[CH:5]=[CH:6][C:7]([N:10]2[CH2:15][CH2:14][N:13]([C:25]([O:27][C:28]([CH3:31])([CH3:30])[CH3:29])=[O:26])[CH2:12][CH2:11]2)=[CH:8][CH:9]=1)([O-:3])=[O:2]. The yield is 0.770.